Dataset: Forward reaction prediction with 1.9M reactions from USPTO patents (1976-2016). Task: Predict the product of the given reaction. (1) The product is: [CH3:36][O:35][C:31]1[CH:30]=[C:27]([CH:28]=[CH:9][C:10]2[CH:11]=[C:12]([O:18][CH3:19])[CH:13]=[C:14]([O:16][CH3:17])[CH:15]=2)[CH:26]=[C:25]([O:24][CH3:23])[C:32]=1[O:33][CH3:34]. Given the reactants C(OP([CH2:9][C:10]1[CH:15]=[C:14]([O:16][CH3:17])[CH:13]=[C:12]([O:18][CH3:19])[CH:11]=1)(=O)OCC)C.C[O-].[Na+].[CH3:23][O:24][C:25]1[CH:26]=[C:27]([CH:30]=[C:31]([O:35][CH3:36])[C:32]=1[O:33][CH3:34])[CH:28]=O, predict the reaction product. (2) Given the reactants C(=O)(OC(C)(C)C)N.[CH3:9][O:10][C:11]([C:13]1[CH:18]=[CH:17][C:16]([C@@H:19]([NH:21][C:22]([C@H:24]2[CH2:29][CH2:28][CH2:27][CH2:26][N:25]2C(OC(C)(C)C)=O)=[O:23])[CH3:20])=[CH:15][CH:14]=1)=[O:12], predict the reaction product. The product is: [NH:25]1[CH2:26][CH2:27][CH2:28][CH2:29][C@@H:24]1[C:22]([NH:21][C@H:19]([C:16]1[CH:15]=[CH:14][C:13]([C:11]([O:10][CH3:9])=[O:12])=[CH:18][CH:17]=1)[CH3:20])=[O:23]. (3) Given the reactants Br[C:2]1[C:10]2[C:5](=[N:6][CH:7]=[N:8][C:9]=2[NH:11][CH2:12][C:13]2[CH:18]=[CH:17][C:16]([O:19][CH3:20])=[CH:15][C:14]=2[O:21][CH3:22])[N:4]([C@@H:23]2[CH2:31][CH2:30][CH2:29][C:28]3[N:27]([S:32]([C:35]4[CH:41]=[CH:40][C:38]([CH3:39])=[CH:37][CH:36]=4)(=[O:34])=[O:33])[N:26]=[CH:25][C:24]2=3)[N:3]=1.CC1(C)C(C)(C)OB([C:50]2[CH:68]=[CH:67][C:53]([C:54]([NH:56][C:57]3[CH:62]=[C:61]([C:63]([F:66])([F:65])[F:64])[CH:60]=[CH:59][N:58]=3)=[O:55])=[CH:52][CH:51]=2)O1.C([O-])([O-])=O.[K+].[K+].O, predict the reaction product. The product is: [CH3:22][O:21][C:14]1[CH:15]=[C:16]([O:19][CH3:20])[CH:17]=[CH:18][C:13]=1[CH2:12][NH:11][C:9]1[N:8]=[CH:7][N:6]=[C:5]2[N:4]([C@@H:23]3[CH2:31][CH2:30][CH2:29][C:28]4[N:27]([S:32]([C:35]5[CH:36]=[CH:37][C:38]([CH3:39])=[CH:40][CH:41]=5)(=[O:33])=[O:34])[N:26]=[CH:25][C:24]3=4)[N:3]=[C:2]([C:50]3[CH:68]=[CH:67][C:53]([C:54]([NH:56][C:57]4[CH:62]=[C:61]([C:63]([F:64])([F:65])[F:66])[CH:60]=[CH:59][N:58]=4)=[O:55])=[CH:52][CH:51]=3)[C:10]=12. (4) Given the reactants [CH3:1][O:2][C:3]([C:5]1[S:14][C:8]2=[CH:9][N:10]=[C:11](Cl)[CH:12]=[C:7]2[CH:6]=1)=[O:4].[C:15]1([C:22]2[CH:27]=[CH:26][CH:25]=[CH:24][CH:23]=2)[CH:20]=[CH:19][CH:18]=[C:17]([NH2:21])[CH:16]=1.CC1(C)C2C=CC=C(P(C3C=CC=CC=3)C3C=CC=CC=3)C=2OC2C1=CC=CC=2P(C1C=CC=CC=1)C1C=CC=CC=1.C(=O)([O-])[O-].[Cs+].[Cs+], predict the reaction product. The product is: [CH3:1][O:2][C:3]([C:5]1[S:14][C:8]2=[CH:9][N:10]=[C:11]([NH:21][C:17]3[CH:16]=[C:15]([C:22]4[CH:23]=[CH:24][CH:25]=[CH:26][CH:27]=4)[CH:20]=[CH:19][CH:18]=3)[CH:12]=[C:7]2[CH:6]=1)=[O:4]. (5) The product is: [Cl:1][C:2]1[CH:8]=[CH:7][C:5]([NH:6][C:29](=[O:30])[C:28]2[CH:27]=[CH:26][C:25]([S:22]([N:19]3[CH2:18][CH2:17][CH:16]([OH:15])[CH2:21][CH2:20]3)(=[O:24])=[O:23])=[CH:33][CH:32]=2)=[CH:4][C:3]=1[C:9]1[CH:14]=[CH:13][CH:12]=[CH:11][N:10]=1. Given the reactants [Cl:1][C:2]1[CH:8]=[CH:7][C:5]([NH2:6])=[CH:4][C:3]=1[C:9]1[CH:14]=[CH:13][CH:12]=[CH:11][N:10]=1.[OH:15][CH:16]1[CH2:21][CH2:20][N:19]([S:22]([C:25]2[CH:33]=[CH:32][C:28]([C:29](O)=[O:30])=[CH:27][CH:26]=2)(=[O:24])=[O:23])[CH2:18][CH2:17]1, predict the reaction product. (6) Given the reactants S(Cl)(Cl)=O.Cl.[F:6][C:7]1[CH:15]=[CH:14][C:13]([N+:16]([O-:18])=[O:17])=[CH:12][C:8]=1[C:9]([OH:11])=[O:10].[CH3:19]O, predict the reaction product. The product is: [F:6][C:7]1[CH:15]=[CH:14][C:13]([N+:16]([O-:18])=[O:17])=[CH:12][C:8]=1[C:9]([O:11][CH3:19])=[O:10]. (7) Given the reactants C(OC(=O)[NH:7][C:8]1[S:9][C:10]([C:35]2[CH:40]=[CH:39][CH:38]=[CH:37][CH:36]=2)=[C:11]([CH3:34])[C:12]=1[C:13]([N:15]1[CH2:20][CH2:19][CH:18]([N:21]2[CH2:33][CH2:32][CH2:31][C:23]3([C:27](=[O:28])[O:26][C:25]([CH3:30])([CH3:29])[CH2:24]3)[CH2:22]2)[CH2:17][CH2:16]1)=[O:14])(C)(C)C.C(=O)([O-])O.[Na+], predict the reaction product. The product is: [NH2:7][C:8]1[S:9][C:10]([C:35]2[CH:36]=[CH:37][CH:38]=[CH:39][CH:40]=2)=[C:11]([CH3:34])[C:12]=1[C:13]([N:15]1[CH2:16][CH2:17][CH:18]([N:21]2[CH2:33][CH2:32][CH2:31][C:23]3([C:27](=[O:28])[O:26][C:25]([CH3:30])([CH3:29])[CH2:24]3)[CH2:22]2)[CH2:19][CH2:20]1)=[O:14].